Dataset: Forward reaction prediction with 1.9M reactions from USPTO patents (1976-2016). Task: Predict the product of the given reaction. Given the reactants [NH:1]1[CH:5]=[CH:4][CH:3]=[CH:2]1.[H-].[Na+].Br[CH2:9][CH2:10][CH2:11][O:12][CH3:13].O, predict the reaction product. The product is: [CH3:13][O:12][CH2:11][CH2:10][CH2:9][N:1]1[CH:5]=[CH:4][CH:3]=[CH:2]1.